From a dataset of Full USPTO retrosynthesis dataset with 1.9M reactions from patents (1976-2016). Predict the reactants needed to synthesize the given product. (1) Given the product [I:1][C:2]1[CH:3]=[N:4][N:5]([C@H:8]2[CH2:13][CH2:12][C@H:11]([NH2:17])[CH2:10][CH2:9]2)[C:6]=1[CH3:7], predict the reactants needed to synthesize it. The reactants are: [I:1][C:2]1[CH:3]=[N:4][N:5]([C@@H:8]2[CH2:13][CH2:12][C@H:11](O)[CH2:10][CH2:9]2)[C:6]=1[CH3:7].C([N:17](CC)CC)C.C(Cl)Cl.CS(Cl)(=O)=O.CN(C=O)C.[N-]=[N+]=[N-].[Na+].O1CCOCC1.C1C=CC(P(C2C=CC=CC=2)C2C=CC=CC=2)=CC=1. (2) Given the product [CH3:24][O:26][C:27]([C:38]1([Cl:41])[C:10]2[C:15](=[CH:14][CH:13]=[C:12]([C:16]([F:19])([F:18])[F:17])[CH:11]=2)[N:6]([C:4]([O:3][CH2:1][CH3:2])=[O:5])[CH:7]([CH2:22][CH3:23])[CH2:8]1)=[O:43], predict the reactants needed to synthesize it. The reactants are: [CH2:1]([O:3][C:4]([N:6]1[C:15]2[C:10](=[CH:11][C:12]([C:16]([F:19])([F:18])[F:17])=[CH:13][CH:14]=2)C(=NN)[CH2:8][C@H:7]1[CH2:22][CH3:23])=[O:5])[CH3:2].[CH2:24]([O:26][CH2:27]C)C.C(N(C(C)C)CC)(C)C.[C:38]([Cl:41])(Cl)=O.C[OH:43]. (3) Given the product [CH3:47][C:44]1[CH:43]=[N:42][C:17]([N:14]2[CH2:13][CH2:12][CH:11]([C@@H:9]3[CH2:10][C@@H:8]3[CH2:7][CH2:6][O:5][C:4]3[CH:24]=[CH:25][C:26]([C:27]4[O:28][C:29]([CH3:32])=[N:30][N:31]=4)=[C:2]([F:1])[CH:3]=3)[CH2:16][CH2:15]2)=[N:46][CH:45]=1, predict the reactants needed to synthesize it. The reactants are: [F:1][C:2]1[CH:3]=[C:4]([CH:24]=[CH:25][C:26]=1[C:27]1[O:28][C:29]([CH3:32])=[N:30][N:31]=1)[O:5][CH2:6][CH2:7][C@H:8]1[CH2:10][C@H:9]1[CH:11]1[CH2:16][CH2:15][N:14]([C:17](OC(C)(C)C)=O)[CH2:13][CH2:12]1.C(O)(C(F)(F)F)=O.ClC1[N:46]=[CH:45][C:44]([CH3:47])=[CH:43][N:42]=1.C1CCN2C(=NCCC2)CC1.